Dataset: Reaction yield outcomes from USPTO patents with 853,638 reactions. Task: Predict the reaction yield, written as a fraction of the theoretical maximum amount of product (1.0 means a 100% yield; for example, 0.34 means a 34% yield). (1) The reactants are [Br:1][C:2]1[CH:3]=[C:4]([S:8][C:9]2[N:13]([C:14]3[CH:19]=[C:18]([F:20])[CH:17]=[CH:16][C:15]=3[F:21])[N:12]=[C:11]([C:22]([O:24]CC)=O)[CH:10]=2)[CH:5]=[CH:6][CH:7]=1.[CH3:27][NH2:28].CO. The catalyst is CO. The product is [Br:1][C:2]1[CH:3]=[C:4]([S:8][C:9]2[N:13]([C:14]3[CH:19]=[C:18]([F:20])[CH:17]=[CH:16][C:15]=3[F:21])[N:12]=[C:11]([C:22]([NH:28][CH3:27])=[O:24])[CH:10]=2)[CH:5]=[CH:6][CH:7]=1. The yield is 0.760. (2) The reactants are C[O:2][C:3]([C:5]1[C:9]([CH2:10][OH:11])=[C:8]([C:12]2[CH:17]=[CH:16][C:15]([O:18][S:19]([CH2:22][CH2:23][C:24]([F:27])([F:26])[F:25])(=[O:21])=[O:20])=[CH:14][CH:13]=2)[N:7]([C:28]2[CH:33]=[CH:32][C:31]([Cl:34])=[CH:30][C:29]=2[Cl:35])[N:6]=1)=[O:4].C1COCC1.[OH-].[Li+].Cl. The catalyst is CO.O. The product is [Cl:35][C:29]1[CH:30]=[C:31]([Cl:34])[CH:32]=[CH:33][C:28]=1[N:7]1[C:8]([C:12]2[CH:17]=[CH:16][C:15]([O:18][S:19]([CH2:22][CH2:23][C:24]([F:27])([F:26])[F:25])(=[O:21])=[O:20])=[CH:14][CH:13]=2)=[C:9]([CH2:10][OH:11])[C:5]([C:3]([OH:4])=[O:2])=[N:6]1. The yield is 0.930. (3) The reactants are [NH2:1][C:2]1[CH:7]=[CH:6][N:5]=[CH:4][CH:3]=1.[N+:8]([C:11]1[CH:12]=[C:13]([CH:17]=[CH:18][N:19]=1)[C:14](O)=[O:15])([O-:10])=[O:9].CCN=C=NCCCN(C)C.Cl.C(N(CC)C(C)C)(C)C.CN(C1C=CC=CN=1)C. The catalyst is ClCCl. The product is [N+:8]([C:11]1[CH:12]=[C:13]([CH:17]=[CH:18][N:19]=1)[C:14]([NH:1][C:2]1[CH:7]=[CH:6][N:5]=[CH:4][CH:3]=1)=[O:15])([O-:10])=[O:9]. The yield is 0.500. (4) The reactants are [F:1][C:2]1[CH:3]=[C:4]([CH:12]=[C:13]([F:17])[C:14]=1[CH2:15][OH:16])[C:5]([O:7][C:8]([CH3:11])([CH3:10])[CH3:9])=[O:6].CCN(CC)CC.[CH3:25][S:26](Cl)(=[O:28])=[O:27]. The catalyst is C(Cl)Cl. The product is [F:1][C:2]1[CH:3]=[C:4]([CH:12]=[C:13]([F:17])[C:14]=1[CH2:15][O:16][S:26]([CH3:25])(=[O:28])=[O:27])[C:5]([O:7][C:8]([CH3:11])([CH3:10])[CH3:9])=[O:6]. The yield is 0.890. (5) The reactants are [Br:1][C:2]1[CH:3]=[CH:4][C:5](I)=[N:6][CH:7]=1.[C:9]1([CH3:15])[CH:14]=[CH:13][CH:12]=[CH:11][CH:10]=1. The catalyst is C(=O)([O-])[O-].[Na+].[Na+].[Pd].C1(P(C2C=CC=CC=2)C2C=CC=CC=2)C=CC=CC=1.C1(P(C2C=CC=CC=2)C2C=CC=CC=2)C=CC=CC=1.C1(P(C2C=CC=CC=2)C2C=CC=CC=2)C=CC=CC=1.C1(P(C2C=CC=CC=2)C2C=CC=CC=2)C=CC=CC=1. The product is [Br:1][C:2]1[CH:3]=[CH:4][C:5]([C:10]2[CH:11]=[CH:12][CH:13]=[CH:14][C:9]=2[CH3:15])=[N:6][CH:7]=1. The yield is 0.840. (6) The reactants are C(O)=O.[C:4](OC(=O)C)(=O)C.[S:11]1[CH:15]=[CH:14][N:13]=[C:12]1[C:16]1[NH:17][C:18]2[C:23]([CH:24]=1)=[CH:22][CH:21]=[CH:20][C:19]=2[NH2:25].C(OCC)(=O)C.[ClH:32]. The catalyst is O1CCCC1. The yield is 0.700. The product is [ClH:32].[CH3:4][NH:25][C:19]1[CH:20]=[CH:21][CH:22]=[C:23]2[C:18]=1[NH:17][C:16]([C:12]1[S:11][CH:15]=[CH:14][N:13]=1)=[CH:24]2. (7) The catalyst is O.CO. The reactants are [CH3:1][C:2]1[CH:8]=[CH:7][C:6]([CH3:9])=[CH:5][C:3]=1[NH2:4].ClCCl.C(=O)(O)[O-].[Na+].C[N+](C)(C)C.Cl[I-:24]Cl. The product is [I:24][C:7]1[C:6]([CH3:9])=[CH:5][C:3]([NH2:4])=[C:2]([CH3:1])[CH:8]=1. The yield is 0.980.